From a dataset of Catalyst prediction with 721,799 reactions and 888 catalyst types from USPTO. Predict which catalyst facilitates the given reaction. Reactant: [C:1]([O:5][C:6]([N:8]1[CH2:13][CH2:12][NH:11][CH2:10][CH2:9]1)=[O:7])([CH3:4])([CH3:3])[CH3:2].C(O[C:17]1(O[Si](C)(C)C)[CH2:19][CH2:18]1)C.C(O)(=O)C.C([BH3-])#N.[Na+]. Product: [C:1]([O:5][C:6]([N:8]1[CH2:13][CH2:12][N:11]([CH:17]2[CH2:19][CH2:18]2)[CH2:10][CH2:9]1)=[O:7])([CH3:4])([CH3:2])[CH3:3]. The catalyst class is: 459.